Dataset: Reaction yield outcomes from USPTO patents with 853,638 reactions. Task: Predict the reaction yield, written as a fraction of the theoretical maximum amount of product (1.0 means a 100% yield; for example, 0.34 means a 34% yield). The reactants are Cl[C:2]1[C:7](=[O:8])[N:6]([CH3:9])[C:5]([N:10]2[CH2:15][CH2:14][CH:13]([NH:16][C:17](=[O:23])[O:18][C:19]([CH3:22])([CH3:21])[CH3:20])[CH2:12][CH2:11]2)=[N:4][C:3]=1[C:24]1[CH:29]=[CH:28][C:27]([C:30]#[N:31])=[CH:26][CH:25]=1.B(O)(O)[C:33]1[CH:34]=[CH:35][C:36]([CH3:39])=[CH:37][CH:38]=1.C([O-])([O-])=O.[K+].[K+]. The catalyst is CN(C=O)C.CC(P(C(C)(C)C)[C]1[CH][CH][CH][CH]1)(C)C.CC(P(C(C)(C)C)[C]1[CH][CH][CH][CH]1)(C)C.Cl[Pd]Cl.[Fe]. The product is [C:30]([C:27]1[CH:28]=[CH:29][C:24]([C:3]2[N:4]=[C:5]([N:10]3[CH2:15][CH2:14][CH:13]([NH:16][C:17](=[O:23])[O:18][C:19]([CH3:21])([CH3:20])[CH3:22])[CH2:12][CH2:11]3)[N:6]([CH3:9])[C:7](=[O:8])[C:2]=2[C:33]2[CH:38]=[CH:37][C:36]([CH3:39])=[CH:35][CH:34]=2)=[CH:25][CH:26]=1)#[N:31]. The yield is 0.220.